From a dataset of Reaction yield outcomes from USPTO patents with 853,638 reactions. Predict the reaction yield, written as a fraction of the theoretical maximum amount of product (1.0 means a 100% yield; for example, 0.34 means a 34% yield). (1) The yield is 0.940. The catalyst is C(Cl)Cl. The reactants are [NH2:1][C:2]1[CH:3]=[C:4]([C:8]#[CH:9])[CH:5]=[CH:6][CH:7]=1.[C:10](Cl)(=[O:12])[CH3:11].C(OC(C)C)(C)C. The product is [C:8]([C:4]1[CH:3]=[C:2]([NH:1][C:10](=[O:12])[CH3:11])[CH:7]=[CH:6][CH:5]=1)#[CH:9]. (2) The reactants are Br[C:2]1[C:14](=[O:15])[N:13]([CH:16]2[CH2:20][CH2:19][CH2:18][CH2:17]2)[C:5]2[N:6]=[C:7]([NH:11][CH3:12])[N:8]=[C:9]([CH3:10])[C:4]=2[CH:3]=1.C[O:22][B:23](OC)[O:24]C.[Li]CCCC. The catalyst is C1COCC1. The product is [CH:16]1([N:13]2[C:5]3[N:6]=[C:7]([NH:11][CH3:12])[N:8]=[C:9]([CH3:10])[C:4]=3[CH:3]=[C:2]([B:23]([OH:24])[OH:22])[C:14]2=[O:15])[CH2:20][CH2:19][CH2:18][CH2:17]1. The yield is 0.180. (3) The reactants are [CH3:1][C:2]1[C:35]([N:36]2[C:40]3[CH:41]=[CH:42][CH:43]=[CH:44][C:39]=3[N:38]=[C:37]2[CH3:45])=[CH:34][CH:33]=[CH:32][C:3]=1[CH2:4][N:5](S(C1C=CC=CC=1[N+]([O-])=O)(=O)=O)[C:6]1[CH:19]=[CH:18][C:9]2[C@H:10]([CH2:13][C:14]([O:16][CH3:17])=[O:15])[CH2:11][O:12][C:8]=2[CH:7]=1.[OH-].[Li+].SCC(O)=O. The catalyst is CN(C)C=O.[Cl-].[Na+].O. The product is [CH3:1][C:2]1[C:35]([N:36]2[C:40]3[CH:41]=[CH:42][CH:43]=[CH:44][C:39]=3[N:38]=[C:37]2[CH3:45])=[CH:34][CH:33]=[CH:32][C:3]=1[CH2:4][NH:5][C:6]1[CH:19]=[CH:18][C:9]2[C@H:10]([CH2:13][C:14]([O:16][CH3:17])=[O:15])[CH2:11][O:12][C:8]=2[CH:7]=1. The yield is 0.140. (4) The reactants are [F:1][C:2]1[C:7]([I:8])=[CH:6][C:5]([OH:9])=[C:4]([CH3:10])[CH:3]=1.C([O-])([O-])=O.[K+].[K+].I[CH2:18][CH3:19]. The catalyst is CC(C)=O.C(OCC)C. The product is [CH2:18]([O:9][C:5]1[CH:6]=[C:7]([I:8])[C:2]([F:1])=[CH:3][C:4]=1[CH3:10])[CH3:19]. The yield is 0.630. (5) The reactants are [Br:1][C:2]1[CH:3]=[CH:4][C:5]2[N:6]([CH2:16][CH:17]3[O:21][C:20](=[O:22])[NH:19][CH2:18]3)[C:7]3[C:12]([C:13]=2[CH:14]=1)=[CH:11][C:10]([Br:15])=[CH:9][CH:8]=3.I[C:24]1[CH:29]=[CH:28][CH:27]=[CH:26][N:25]=1.C([O-])([O-])=O.[K+].[K+].C(Cl)Cl.CCOC(C)=O. The catalyst is CS(C)=O.CCOC(C)=O.[Cu]I. The product is [Br:15][C:10]1[CH:9]=[CH:8][C:7]2[N:6]([CH2:16][CH:17]3[O:21][C:20](=[O:22])[N:19]([C:24]4[CH:29]=[CH:28][CH:27]=[CH:26][N:25]=4)[CH2:18]3)[C:5]3[C:13]([C:12]=2[CH:11]=1)=[CH:14][C:2]([Br:1])=[CH:3][CH:4]=3. The yield is 0.794. (6) The reactants are [CH3:1][N:2]1[C:6]2[CH:7]=[CH:8][C:9]([C:11]([OH:13])=O)=[CH:10][C:5]=2[NH:4][C:3]1=[O:14].[CH2:15]1[C@H:24]2[C@H:19]([CH2:20][CH2:21][C:22]3[CH:28]=[CH:27][CH:26]=[CH:25][C:23]=32)[NH:18][CH2:17][CH2:16]1.F[P-](F)(F)(F)(F)F.N1(OC(N(C)C)=[N+](C)C)C2N=CC=CC=2N=N1. No catalyst specified. The product is [CH2:15]1[C@H:24]2[C@H:19]([CH2:20][CH2:21][C:22]3[CH:28]=[CH:27][CH:26]=[CH:25][C:23]=32)[N:18]([C:11]([C:9]2[CH:8]=[CH:7][C:6]3[N:2]([CH3:1])[C:3](=[O:14])[NH:4][C:5]=3[CH:10]=2)=[O:13])[CH2:17][CH2:16]1. The yield is 0.150. (7) The reactants are C([O:3][C:4](=[O:29])[CH:5]([N:15]=C(C1C=CC=CC=1)C1C=CC=CC=1)[CH2:6][C:7]1[CH:12]=[CH:11][C:10]([Cl:13])=[CH:9][C:8]=1[CH3:14])C. The catalyst is Cl. The product is [NH2:15][CH:5]([CH2:6][C:7]1[CH:12]=[CH:11][C:10]([Cl:13])=[CH:9][C:8]=1[CH3:14])[C:4]([OH:29])=[O:3]. The yield is 0.720. (8) The reactants are [F:1][C:2]1[C:7]([C:8]2[CH:13]=[CH:12][CH:11]=[C:10]([CH3:14])[CH:9]=2)=[C:6]([CH:15]([O:29][CH2:30][CH2:31]OS(C)(=O)=O)[C@@H:16]2[CH2:21][CH2:20][CH2:19][N:18]([C:22]([O:24][C:25]([CH3:28])([CH3:27])[CH3:26])=[O:23])[CH2:17]2)[CH:5]=[CH:4][CH:3]=1.[N-:37]=[N+:38]=[N-:39].[Na+]. The catalyst is CN(C=O)C.CCOC(C)=O.O. The product is [N:37]([CH2:31][CH2:30][O:29][CH:15]([C:6]1[CH:5]=[CH:4][CH:3]=[C:2]([F:1])[C:7]=1[C:8]1[CH:13]=[CH:12][CH:11]=[C:10]([CH3:14])[CH:9]=1)[C@@H:16]1[CH2:21][CH2:20][CH2:19][N:18]([C:22]([O:24][C:25]([CH3:28])([CH3:26])[CH3:27])=[O:23])[CH2:17]1)=[N+:38]=[N-:39]. The yield is 0.900.